This data is from Full USPTO retrosynthesis dataset with 1.9M reactions from patents (1976-2016). The task is: Predict the reactants needed to synthesize the given product. (1) Given the product [O:21]=[C:19]([N:51]1[CH2:52][CH2:53][N:48]([C:45]2[CH:46]=[CH:47][N:42]=[CH:43][CH:44]=2)[CH2:49][CH2:50]1)[CH:18]([N:17]1[C:16]2[CH:28]=[CH:29][CH:30]=[CH:31][C:15]=2[NH:14][C:13]1=[O:12])[C:22]1[CH:23]=[CH:24][CH:25]=[CH:26][CH:27]=1, predict the reactants needed to synthesize it. The reactants are: CCN=C=NCCCN(C)C.[O:12]=[C:13]1[N:17]([CH:18]([C:22]2[CH:27]=[CH:26][CH:25]=[CH:24][CH:23]=2)[C:19]([OH:21])=O)[C:16]2[CH:28]=[CH:29][CH:30]=[CH:31][C:15]=2[NH:14]1.C1C=CC2N(O)N=NC=2C=1.[N:42]1[CH:47]=[CH:46][C:45]([N:48]2[CH2:53][CH2:52][NH:51][CH2:50][CH2:49]2)=[CH:44][CH:43]=1.C(N(C(C)C)C(C)C)C.C(=O)([O-])[O-].[K+].[K+]. (2) The reactants are: C1(S([N:10]2[C:14]3[N:15]=[CH:16][N:17]=[C:18]([CH:19]4[CH2:23][CH2:22][CH2:21][CH2:20]4)[C:13]=3[C:12]([CH2:24][C:25]3[CH:26]=[CH:27][C:28]([NH:31][CH2:32][C:33]4[CH:34]=[N:35][C:36]([C:39]([F:42])([F:41])[F:40])=[CH:37][CH:38]=4)=[N:29][CH:30]=3)=[CH:11]2)(=O)=O)C=CC=CC=1.[F-].C([N+](CCCC)(CCCC)CCCC)CCC. Given the product [CH:19]1([C:18]2[C:13]3[C:12]([CH2:24][C:25]4[CH:26]=[CH:27][C:28]([NH:31][CH2:32][C:33]5[CH:34]=[N:35][C:36]([C:39]([F:40])([F:42])[F:41])=[CH:37][CH:38]=5)=[N:29][CH:30]=4)=[CH:11][NH:10][C:14]=3[N:15]=[CH:16][N:17]=2)[CH2:23][CH2:22][CH2:21][CH2:20]1, predict the reactants needed to synthesize it.